Dataset: Reaction yield outcomes from USPTO patents with 853,638 reactions. Task: Predict the reaction yield, written as a fraction of the theoretical maximum amount of product (1.0 means a 100% yield; for example, 0.34 means a 34% yield). (1) The reactants are Br[C:2]1[CH:3]=[CH:4][C:5]([CH2:8][S:9][C:10]2[C:20]3[CH2:19][CH2:18][N:17]([C:21]([O:23][C:24]([CH3:27])([CH3:26])[CH3:25])=[O:22])[CH2:16][CH2:15][C:14]=3[CH:13]=[CH:12][C:11]=2[Cl:28])=[N:6][CH:7]=1.CC(C)([O-])C.[Na+].C1OCCOCCOCCOCCOCCOC1.[NH:53]1[CH2:58][CH2:57][CH2:56][CH2:55][CH2:54]1. The catalyst is C1(C)C=CC=CC=1.C1C=CC(/C=C/C(/C=C/C2C=CC=CC=2)=O)=CC=1.C1C=CC(/C=C/C(/C=C/C2C=CC=CC=2)=O)=CC=1.C1C=CC(/C=C/C(/C=C/C2C=CC=CC=2)=O)=CC=1.[Pd].[Pd].C1(P(C2C=CC=CC=2)C2C=CC3C(=CC=CC=3)C=2C2C3C(=CC=CC=3)C=CC=2P(C2C=CC=CC=2)C2C=CC=CC=2)C=CC=CC=1. The product is [C:24]([O:23][C:21]([N:17]1[CH2:18][CH2:19][C:20]2[C:10]([S:9][CH2:8][C:5]3[N:6]=[CH:7][C:2]([N:53]4[CH2:58][CH2:57][CH2:56][CH2:55][CH2:54]4)=[CH:3][CH:4]=3)=[C:11]([Cl:28])[CH:12]=[CH:13][C:14]=2[CH2:15][CH2:16]1)=[O:22])([CH3:27])([CH3:26])[CH3:25]. The yield is 0.730. (2) The reactants are [CH2:1]([S:8][C:9]1[CH:10]=[C:11]2[C:16](=[CH:17][CH:18]=1)[N:15]([C:19]1[CH:24]=[C:23]([F:25])[C:22](Br)=[CH:21][C:20]=1[O:27][CH3:28])[C:14]([CH3:29])=[CH:13][C:12]2=[O:30])[C:2]1[CH:7]=[CH:6][CH:5]=[CH:4][CH:3]=1.[F:31][C:32]1[CH:33]=[C:34](B(O)O)[CH:35]=[CH:36][CH:37]=1.C(=O)([O-])[O-].[K+].[K+]. The catalyst is O1CCOCC1.O.C1C=CC([P]([Pd]([P](C2C=CC=CC=2)(C2C=CC=CC=2)C2C=CC=CC=2)([P](C2C=CC=CC=2)(C2C=CC=CC=2)C2C=CC=CC=2)[P](C2C=CC=CC=2)(C2C=CC=CC=2)C2C=CC=CC=2)(C2C=CC=CC=2)C2C=CC=CC=2)=CC=1. The product is [CH2:1]([S:8][C:9]1[CH:10]=[C:11]2[C:16](=[CH:17][CH:18]=1)[N:15]([C:19]1[C:20]([O:27][CH3:28])=[CH:21][C:22]([C:36]3[CH:35]=[CH:34][CH:33]=[C:32]([F:31])[CH:37]=3)=[C:23]([F:25])[CH:24]=1)[C:14]([CH3:29])=[CH:13][C:12]2=[O:30])[C:2]1[CH:7]=[CH:6][CH:5]=[CH:4][CH:3]=1. The yield is 0.970. (3) The reactants are [Cl:1][C:2]1[N:7]=[C:6]([CH:8]=[O:9])[C:5]2[C:10]([O:32][CH3:33])=[N:11][N:12]([C:13]([C:26]3[CH:31]=[CH:30][CH:29]=[CH:28][CH:27]=3)([C:20]3[CH:25]=[CH:24][CH:23]=[CH:22][CH:21]=3)[C:14]3[CH:19]=[CH:18][CH:17]=[CH:16][CH:15]=3)[C:4]=2[CH:3]=1.[C:34]([Mg]Cl)#[CH:35]. No catalyst specified. The product is [Cl:1][C:2]1[N:7]=[C:6]([CH:8]([OH:9])[C:34]#[CH:35])[C:5]2[C:10]([O:32][CH3:33])=[N:11][N:12]([C:13]([C:14]3[CH:19]=[CH:18][CH:17]=[CH:16][CH:15]=3)([C:20]3[CH:21]=[CH:22][CH:23]=[CH:24][CH:25]=3)[C:26]3[CH:27]=[CH:28][CH:29]=[CH:30][CH:31]=3)[C:4]=2[CH:3]=1. The yield is 0.970. (4) The reactants are [C:1]([O:5][C:6]([NH:8][C@@H:9]([CH2:13][C:14]1[CH:19]=[CH:18][C:17]([N+:20]([O-:22])=[O:21])=[CH:16][CH:15]=1)[C:10]([OH:12])=O)=[O:7])([CH3:4])([CH3:3])[CH3:2].C(N(CC)CC)C.ClC(OCC(C)C)=O.[N+:38](=[CH2:40])=[N-:39]. The catalyst is C1COCC1.CCOCC. The product is [C:1]([O:5][C:6](=[O:7])[NH:8][CH:9]([CH2:13][C:14]1[CH:19]=[CH:18][C:17]([N+:20]([O-:22])=[O:21])=[CH:16][CH:15]=1)[C:10](=[O:12])[CH:40]=[N+:38]=[N-:39])([CH3:2])([CH3:3])[CH3:4]. The yield is 0.820.